This data is from Peptide-MHC class I binding affinity with 185,985 pairs from IEDB/IMGT. The task is: Regression. Given a peptide amino acid sequence and an MHC pseudo amino acid sequence, predict their binding affinity value. This is MHC class I binding data. (1) The peptide sequence is FVFEATKLY. The MHC is HLA-A01:01 with pseudo-sequence HLA-A01:01. The binding affinity (normalized) is 0.0847. (2) The peptide sequence is ITMVNSLTY. The MHC is HLA-A69:01 with pseudo-sequence HLA-A69:01. The binding affinity (normalized) is 0.0847.